From a dataset of Forward reaction prediction with 1.9M reactions from USPTO patents (1976-2016). Predict the product of the given reaction. (1) The product is: [Cl:1][C:2]1[C:8]([Cl:9])=[CH:7][CH:6]=[C:5]([N+:10]([O-:12])=[O:11])[C:3]=1[NH:4][CH3:16]. Given the reactants [Cl:1][C:2]1[C:8]([Cl:9])=[CH:7][CH:6]=[C:5]([N+:10]([O-:12])=[O:11])[C:3]=1[NH2:4].[OH-].[Na+].[Cl-].[C:16]([NH3+])(C)(C)C.S(OC)(OC)(=O)=O, predict the reaction product. (2) Given the reactants [CH2:1]1[O:9][C:4]2[CH:5]=[CH:6][CH:7]=[CH:8][C:3]=2[O:2]1.[O:10]=[CH:11][C:12](=[CH2:14])[CH3:13].[C:15](OC(=O)C)(=[O:17])[CH3:16], predict the reaction product. The product is: [C:15]([O:10][CH:11]=[C:12]([CH3:13])[CH2:14][C:6]1[CH:7]=[CH:8][C:3]2[O:2][CH2:1][O:9][C:4]=2[CH:5]=1)(=[O:17])[CH3:16]. (3) Given the reactants [C:1]([C:5]1[S:9][C:8]([C:10]([O:12][CH3:13])=[O:11])=[C:7]([NH:14][CH2:15][C:16]([N:18]2[CH2:23][CH2:22][O:21][CH2:20][CH2:19]2)=[O:17])[CH:6]=1)#[C:2][CH2:3][CH3:4].N1C=CC=CC=1.[CH3:30][C@H:31]1[CH2:36][CH2:35][C@H:34]([C:37](Cl)=[O:38])[CH2:33][CH2:32]1, predict the reaction product. The product is: [C:1]([C:5]1[S:9][C:8]([C:10]([O:12][CH3:13])=[O:11])=[C:7]([N:14]([C:37]([C@H:34]2[CH2:35][CH2:36][C@H:31]([CH3:30])[CH2:32][CH2:33]2)=[O:38])[CH2:15][C:16]([N:18]2[CH2:23][CH2:22][O:21][CH2:20][CH2:19]2)=[O:17])[CH:6]=1)#[C:2][CH2:3][CH3:4]. (4) Given the reactants CS(C)=O.C(Cl)(=O)C(Cl)=O.[OH:11][C@@H:12]1[C@@H:19]2[N:15]([C:16](=[O:31])[N:17]([C:21]3[CH:28]=[CH:27][C:24]([C:25]#[N:26])=[C:23]([Cl:29])[C:22]=3[CH3:30])[C@H:18]2[CH3:20])[CH2:14][CH2:13]1.CCN(C(C)C)C(C)C, predict the reaction product. The product is: [CH3:20][C@H:18]1[N:17]([C:21]2[CH:28]=[CH:27][C:24]([C:25]#[N:26])=[C:23]([Cl:29])[C:22]=2[CH3:30])[C:16](=[O:31])[N:15]2[CH2:14][CH2:13][C:12](=[O:11])[C@H:19]12. (5) Given the reactants [CH3:1][O:2][C:3]([C:5]1[CH:6]=[CH:7][CH:8]=[C:9]2[C:13]=1[NH:12][C:11]([C:14]([O:16]CC1C=CC=CC=1)=[O:15])=[CH:10]2)=[O:4], predict the reaction product. The product is: [CH3:1][O:2][C:3]([C:5]1[CH:6]=[CH:7][CH:8]=[C:9]2[C:13]=1[NH:12][C:11]([C:14]([OH:16])=[O:15])=[CH:10]2)=[O:4].